Predict the reaction yield, written as a fraction of the theoretical maximum amount of product (1.0 means a 100% yield; for example, 0.34 means a 34% yield). From a dataset of Reaction yield outcomes from USPTO patents with 853,638 reactions. (1) The reactants are [NH2:1][C:2]1[CH:3]=[C:4]([N:8]=[C:9]2[N:13]([CH2:14][C:15]3[CH:20]=[CH:19][CH:18]=[CH:17][CH:16]=3)[C:12](=[O:21])[C:11](=[C:22]3[N:26]([CH3:27])[C:25]4[CH:28]=[CH:29][CH:30]=[CH:31][C:24]=4[S:23]3)[S:10]2)[CH:5]=[CH:6][CH:7]=1.[C:32]1([S:38](Cl)(=[O:40])=[O:39])[CH:37]=[CH:36][CH:35]=[CH:34][CH:33]=1. The catalyst is C(Cl)(Cl)Cl. The product is [CH2:14]([N:13]1[C:12](=[O:21])[C:11](=[C:22]2[N:26]([CH3:27])[C:25]3[CH:28]=[CH:29][CH:30]=[CH:31][C:24]=3[S:23]2)[S:10][C:9]1=[N:8][C:4]1[CH:3]=[C:2]([NH:1][S:38]([C:32]2[CH:37]=[CH:36][CH:35]=[CH:34][CH:33]=2)(=[O:40])=[O:39])[CH:7]=[CH:6][CH:5]=1)[C:15]1[CH:20]=[CH:19][CH:18]=[CH:17][CH:16]=1. The yield is 0.210. (2) The reactants are [F:1][C:2]1[CH:7]=[CH:6][C:5]([CH:8]2[C:16]3[C:11](=[CH:12][C:13]([CH:17]=O)=[CH:14][CH:15]=3)[CH2:10][O:9]2)=[CH:4][CH:3]=1.C(N(CC)CC)C.Cl.[NH2:27][OH:28].O. The catalyst is C1(C)C=CC=CC=1. The product is [F:1][C:2]1[CH:7]=[CH:6][C:5]([CH:8]2[C:16]3[C:11](=[CH:12][C:13]([CH:17]=[N:27][OH:28])=[CH:14][CH:15]=3)[CH2:10][O:9]2)=[CH:4][CH:3]=1. The yield is 0.792. (3) The reactants are [NH2:1][C:2]([NH:4][C:5]1[S:6][C:7]([C:26]2[CH:31]=[CH:30][CH:29]=[CH:28][CH:27]=2)=[CH:8][C:9]=1[C:10]([NH:12][C@H:13]1[CH2:18][CH2:17][CH2:16][N:15](C(OC(C)(C)C)=O)[CH2:14]1)=[O:11])=[O:3].Cl. The catalyst is O1CCOCC1. The product is [NH:15]1[CH2:16][CH2:17][CH2:18][C@H:13]([NH:12][C:10]([C:9]2[CH:8]=[C:7]([C:26]3[CH:31]=[CH:30][CH:29]=[CH:28][CH:27]=3)[S:6][C:5]=2[NH:4][C:2]([NH2:1])=[O:3])=[O:11])[CH2:14]1. The yield is 0.810. (4) The product is [OH:1][CH2:2][CH2:3][N:4]1[CH2:9][CH2:8][N:7]([C:15]([NH2:14])=[O:16])[CH2:6][CH2:5]1. The yield is 0.880. The reactants are [OH:1][CH2:2][CH2:3][N:4]1[CH2:9][CH2:8][NH:7][CH2:6][CH2:5]1.C[Si]([N:14]=[C:15]=[O:16])(C)C. The catalyst is C(O)(C)C. (5) The reactants are [NH2:1][CH2:2][C@H:3]1[CH2:7][N:6]([CH2:8][CH2:9][C:10]2[C:19]3[C:14](=[CH:15][CH:16]=[C:17]([O:20][CH3:21])[N:18]=3)[N:13]=[CH:12][C:11]=2[F:22])[CH2:5][C@H:4]1[OH:23].CCN(C(C)C)C(C)C.[O:33]=[C:34]1[NH:39][C:38]2[CH:40]=[C:41]([S:44](Cl)(=[O:46])=[O:45])[CH:42]=[CH:43][C:37]=2[S:36][CH2:35]1. The catalyst is C(Cl)Cl. The product is [F:22][C:11]1[CH:12]=[N:13][C:14]2[C:19]([C:10]=1[CH2:9][CH2:8][N:6]1[CH2:5][C@@H:4]([OH:23])[C@@H:3]([CH2:2][NH:1][S:44]([C:41]3[CH:42]=[CH:43][C:37]4[S:36][CH2:35][C:34](=[O:33])[NH:39][C:38]=4[CH:40]=3)(=[O:46])=[O:45])[CH2:7]1)=[N:18][C:17]([O:20][CH3:21])=[CH:16][CH:15]=2. The yield is 0.750. (6) The reactants are [CH3:1][N:2]([CH2:7][C:8]([OH:10])=[O:9])[CH2:3][C:4](O)=O.C(OC(=O)C)(=[O:13])C.C(O)(=O)C. The catalyst is N1C=CC=CC=1. The product is [CH3:1][N:2]1[CH2:3][CH2:4][O:10][C:8](=[O:9])[C:7]1=[O:13]. The yield is 0.770.